Dataset: Forward reaction prediction with 1.9M reactions from USPTO patents (1976-2016). Task: Predict the product of the given reaction. (1) The product is: [CH3:7][O:8][C:9]([C:11]1[CH:20]=[C:19]([O:21][CH2:22][C:23]2[CH:28]=[CH:27][CH:26]=[CH:25][CH:24]=2)[C:18]2[C:13](=[C:14]([N+:30]([O-:32])=[O:31])[CH:15]=[C:16]([N:37]3[CH2:38][CH2:39][N:34]([CH3:33])[CH2:35][CH2:36]3)[CH:17]=2)[N:12]=1)=[O:10]. Given the reactants C(=O)([O-])[O-].[Cs+].[Cs+].[CH3:7][O:8][C:9]([C:11]1[CH:20]=[C:19]([O:21][CH2:22][C:23]2[CH:28]=[CH:27][CH:26]=[CH:25][CH:24]=2)[C:18]2[C:13](=[C:14]([N+:30]([O-:32])=[O:31])[CH:15]=[C:16](Br)[CH:17]=2)[N:12]=1)=[O:10].[CH3:33][N:34]1[CH2:39][CH2:38][NH:37][CH2:36][CH2:35]1.C(=CC(C=CC1C=CC=CC=1)=O)C1C=CC=CC=1.C1C=CC(P(C2C(C3C(P(C4C=CC=CC=4)C4C=CC=CC=4)=CC=C4C=3C=CC=C4)=C3C(C=CC=C3)=CC=2)C2C=CC=CC=2)=CC=1, predict the reaction product. (2) The product is: [CH3:1][C@H:2]1[CH2:7][N:6]2[C:8]([C:11]3[CH:16]=[N:15][CH:14]=[CH:13][N:12]=3)=[N:9][N:10]=[C:5]2[C:4](=[O:29])[N:3]1[C:17]([O:19][C:20]([CH3:22])([CH3:21])[CH3:23])=[O:18]. Given the reactants [CH3:1][C@H:2]1[CH2:7][N:6]2[C:8]([C:11]3[CH:16]=[N:15][CH:14]=[CH:13][N:12]=3)=[N:9][N:10]=[C:5]2[CH2:4][N:3]1[C:17]([O:19][C:20]([CH3:23])([CH3:22])[CH3:21])=[O:18].C(#N)C.O.I([O-])(=O)(=O)=[O:29].[Na+], predict the reaction product. (3) Given the reactants [Cl:1][C:2]1[CH:10]=[CH:9][C:8]([C:11]2[N:12]([C:22]([O:24][C:25]([CH3:28])([CH3:27])[CH3:26])=[O:23])[C:13]3[C:18]([CH:19]=2)=[CH:17][C:16]([CH:20]=O)=[CH:15][CH:14]=3)=[C:7]2[C:3]=1[CH2:4][NH:5][C:6]2=[O:29].[N:30]1[CH:35]=[CH:34][C:33]([N:36]2[CH2:41][CH2:40][NH:39][CH2:38][CH2:37]2)=[CH:32][CH:31]=1.C(O[BH-](OC(=O)C)OC(=O)C)(=O)C.[Na+], predict the reaction product. The product is: [Cl:1][C:2]1[CH:10]=[CH:9][C:8]([C:11]2[N:12]([C:22]([O:24][C:25]([CH3:28])([CH3:26])[CH3:27])=[O:23])[C:13]3[C:18]([CH:19]=2)=[CH:17][C:16]([CH2:20][N:39]2[CH2:40][CH2:41][N:36]([C:33]4[CH:34]=[CH:35][N:30]=[CH:31][CH:32]=4)[CH2:37][CH2:38]2)=[CH:15][CH:14]=3)=[C:7]2[C:3]=1[CH2:4][NH:5][C:6]2=[O:29].